This data is from Full USPTO retrosynthesis dataset with 1.9M reactions from patents (1976-2016). The task is: Predict the reactants needed to synthesize the given product. (1) Given the product [CH3:22][C:23]1[O:21][C:3]2[C:2]([N:1]=1)=[CH:19][C:6]1[CH2:7][CH2:8][N:9]([C:12]([O:14][C:15]([CH3:17])([CH3:18])[CH3:16])=[O:13])[CH2:10][CH2:11][C:5]=1[C:4]=2[CH3:20], predict the reactants needed to synthesize it. The reactants are: [NH2:1][C:2]1[C:3]([OH:21])=[C:4]([CH3:20])[C:5]2[CH2:11][CH2:10][N:9]([C:12]([O:14][C:15]([CH3:18])([CH3:17])[CH3:16])=[O:13])[CH2:8][CH2:7][C:6]=2[CH:19]=1.[C:22](OC)(OC)(OC)[CH3:23].C1(C)C=CC(S([O-])(=O)=O)=CC=1.[NH+]1C=CC=CC=1. (2) The reactants are: [NH2:1][CH:2]1[CH2:7][CH2:6][N:5]([CH2:8][C:9]2[CH:18]=[C:17]3[C:12]([CH2:13][CH2:14][C:15](=[O:19])[NH:16]3)=[CH:11][CH:10]=2)[CH2:4][CH2:3]1.CCN(C(C)C)C(C)C.[CH3:29][O:30][C:31]1[CH:32]=[C:33]([CH:37]=[CH:38][CH:39]=1)[C:34](Cl)=[O:35].C([O-])(O)=O.[Na+]. Given the product [CH3:29][O:30][C:31]1[CH:32]=[C:33]([CH:37]=[CH:38][CH:39]=1)[C:34]([NH:1][CH:2]1[CH2:7][CH2:6][N:5]([CH2:8][C:9]2[CH:18]=[C:17]3[C:12]([CH2:13][CH2:14][C:15](=[O:19])[NH:16]3)=[CH:11][CH:10]=2)[CH2:4][CH2:3]1)=[O:35], predict the reactants needed to synthesize it. (3) Given the product [Cl:1][C:2]1[CH:7]=[C:6]([CH2:8][S:9]([CH3:10])=[O:22])[CH:5]=[C:4]([CH:12]([F:16])[F:11])[N:3]=1, predict the reactants needed to synthesize it. The reactants are: [Cl:1][C:2]1[CH:7]=[C:6]([CH2:8][S:9][CH3:10])[CH:5]=[CH:4][N:3]=1.[F:11][C:12](F)([F:16])C(O)=O.C([O:22]O)(C)(C)C. (4) Given the product [C:1]([C:4]1[C:5]([O:15][CH2:1][C:4]2[CH:5]=[CH:6][CH:7]=[CH:8][CH:13]=2)=[CH:6][C:7]([O:14][CH2:22][C:23]2[CH:28]=[CH:27][CH:26]=[CH:25][CH:24]=2)=[C:8]([CH:13]=1)[C:9]([O:11][CH3:12])=[O:10])(=[O:3])[CH3:2], predict the reactants needed to synthesize it. The reactants are: [C:1]([C:4]1[C:5]([OH:15])=[CH:6][C:7]([OH:14])=[C:8]([CH:13]=1)[C:9]([O:11][CH3:12])=[O:10])(=[O:3])[CH3:2].C(=O)([O-])[O-].[K+].[K+].[CH2:22](Br)[C:23]1[CH:28]=[CH:27][CH:26]=[CH:25][CH:24]=1. (5) The reactants are: [C:1]([N:8]1[CH:12]=[CH:11]N=C1)([N:3]1[CH:7]=[CH:6]N=C1)=[O:2].NC1C=[CH:29][C:17]([O:18][C:19]2[CH:24]=[CH:23][N:22]=[C:21]([C:25]([NH:27][CH3:28])=[O:26])[CH:20]=2)=[CH:16][C:15]=1[F:31].[CH3:32][N:33]1[C:41]2[C:36](=CC(N)=[CH:39][CH:40]=2)[CH:35]=[N:34]1. Given the product [F:31][C:15]1[CH:16]=[C:17]([CH:29]=[CH:11][C:12]=1[NH:8][C:1]([NH:3][C:7]1[CH:6]=[C:36]2[C:41](=[CH:40][CH:39]=1)[N:33]([CH3:32])[N:34]=[CH:35]2)=[O:2])[O:18][C:19]1[CH:24]=[CH:23][N:22]=[C:21]([C:25]([NH:27][CH3:28])=[O:26])[CH:20]=1, predict the reactants needed to synthesize it.